Dataset: Peptide-MHC class I binding affinity with 185,985 pairs from IEDB/IMGT. Task: Regression. Given a peptide amino acid sequence and an MHC pseudo amino acid sequence, predict their binding affinity value. This is MHC class I binding data. (1) The peptide sequence is ILHRLAPWI. The MHC is HLA-A68:02 with pseudo-sequence HLA-A68:02. The binding affinity (normalized) is 0.0847. (2) The peptide sequence is EMIWDPNGW. The MHC is HLA-A26:03 with pseudo-sequence HLA-A26:03. The binding affinity (normalized) is 0.0847. (3) The peptide sequence is QSFSYQQQPF. The MHC is HLA-B08:01 with pseudo-sequence HLA-B08:01. The binding affinity (normalized) is 0.238. (4) The peptide sequence is KSDLQPPNY. The MHC is HLA-A69:01 with pseudo-sequence HLA-A69:01. The binding affinity (normalized) is 0.335. (5) The peptide sequence is TSGPGTRY. The MHC is Mamu-A01 with pseudo-sequence Mamu-A01. The binding affinity (normalized) is 0.264. (6) The peptide sequence is KLYEGDLRV. The MHC is HLA-A02:01 with pseudo-sequence HLA-A02:01. The binding affinity (normalized) is 1.00. (7) The peptide sequence is PFWITAIYVF. The MHC is HLA-A01:01 with pseudo-sequence HLA-A01:01. The binding affinity (normalized) is 0.444.